This data is from Forward reaction prediction with 1.9M reactions from USPTO patents (1976-2016). The task is: Predict the product of the given reaction. (1) Given the reactants Br[C:2]1[CH:17]=[CH:16][C:5]2[N:6]=[C:7]([O:9][CH:10]3[CH2:15][CH2:14][NH:13][CH2:12][CH2:11]3)[S:8][C:4]=2[CH:3]=1.CC1(C)C(C)(C)OB([C:26]2[CH2:31][CH2:30][N:29]([C:32]([O:34][C:35]([CH3:38])([CH3:37])[CH3:36])=[O:33])[CH2:28][CH:27]=2)O1.C(=O)([O-])[O-].[K+].[K+], predict the reaction product. The product is: [NH:13]1[CH2:14][CH2:15][CH:10]([O:9][C:7]2[S:8][C:4]3[CH:3]=[C:2]([C:26]4[CH2:31][CH2:30][N:29]([C:32]([O:34][C:35]([CH3:38])([CH3:37])[CH3:36])=[O:33])[CH2:28][CH:27]=4)[CH:17]=[CH:16][C:5]=3[N:6]=2)[CH2:11][CH2:12]1. (2) Given the reactants Br[C:2]1[CH:11]=[CH:10][C:5]([C:6]([O:8][CH3:9])=[O:7])=[CH:4][C:3]=1[CH3:12].[CH2:13]([Si:15]([CH2:20][CH3:21])([CH2:18][CH3:19])[C:16]#[CH:17])[CH3:14].C(N(CC)CC)C, predict the reaction product. The product is: [CH3:12][C:3]1[CH:4]=[C:5]([CH:10]=[CH:11][C:2]=1[C:14]#[C:13][Si:15]([CH2:20][CH3:21])([CH2:18][CH3:19])[CH2:16][CH3:17])[C:6]([O:8][CH3:9])=[O:7]. (3) Given the reactants [CH2:1]([S:8][CH2:9][C:10]1[CH:15]=[CH:14][C:13]([CH2:16][NH2:17])=[CH:12][CH:11]=1)[CH2:2][CH2:3][CH2:4][CH2:5][CH2:6][CH3:7].C(OC([N:25]1[CH2:29][CH2:28][C@H:27]([OH:30])[C@H:26]1[C:31](O)=[O:32])=O)(C)(C)C, predict the reaction product. The product is: [CH2:1]([S:8][CH2:9][C:10]1[CH:15]=[CH:14][C:13]([CH2:16][NH:17][C:31]([C@@H:26]2[C@@H:27]([OH:30])[CH2:28][CH2:29][NH:25]2)=[O:32])=[CH:12][CH:11]=1)[CH2:2][CH2:3][CH2:4][CH2:5][CH2:6][CH3:7].